This data is from Reaction yield outcomes from USPTO patents with 853,638 reactions. The task is: Predict the reaction yield, written as a fraction of the theoretical maximum amount of product (1.0 means a 100% yield; for example, 0.34 means a 34% yield). (1) The reactants are [CH3:1][O:2][C:3]([C:5]1[C:6]2[CH:7]=[CH:8][CH:9]=[N:10][C:11]=2[C:12]([O:27]C(C2C=CC=CC=2)C2C=CC=CC=2)=[C:13]2[C:17](=[O:18])[N:16]([CH2:19][C:20]3[CH:25]=[CH:24][C:23]([F:26])=[CH:22][CH:21]=3)[CH2:15][C:14]=12)=[O:4].C(O)(C(F)(F)F)=O.C([SiH](CC)CC)C. The catalyst is ClCCl. The product is [CH3:1][O:2][C:3]([C:5]1[C:6]2[CH:7]=[CH:8][CH:9]=[N:10][C:11]=2[C:12]([OH:27])=[C:13]2[C:17](=[O:18])[N:16]([CH2:19][C:20]3[CH:21]=[CH:22][C:23]([F:26])=[CH:24][CH:25]=3)[CH2:15][C:14]=12)=[O:4]. The yield is 1.00. (2) The reactants are [CH2:1]([C:3]1([CH2:15][CH3:16])[O:7][B:6]([OH:8])[C:5]2[CH:9]=[CH:10][C:11]([CH:13]=O)=[CH:12][C:4]1=2)[CH3:2].[NH2:17][OH:18].Cl.CC([O-])=O.[Na+].CC(=O)OCC. The catalyst is C1COCC1.O. The product is [CH2:1]([C:3]1([CH2:15][CH3:16])[O:7][B:6]([OH:8])[C:5]2[CH:9]=[CH:10][C:11]([CH:13]=[N:17][OH:18])=[CH:12][C:4]1=2)[CH3:2]. The yield is 0.510. (3) The reactants are [NH:1]1[C:5]2=[N:6][CH:7]=[C:8]([C:10]3[CH:11]=[C:12]([C:16]([N:18]4[CH2:23][CH2:22][O:21][CH2:20][CH2:19]4)=[O:17])[CH:13]=[CH:14][CH:15]=3)[CH:9]=[C:4]2[CH:3]=[CH:2]1.C1C(=O)N([I:31])C(=O)C1. The catalyst is CC(C)=O. The product is [I:31][C:3]1[C:4]2[C:5](=[N:6][CH:7]=[C:8]([C:10]3[CH:11]=[C:12]([C:16]([N:18]4[CH2:23][CH2:22][O:21][CH2:20][CH2:19]4)=[O:17])[CH:13]=[CH:14][CH:15]=3)[CH:9]=2)[NH:1][CH:2]=1. The yield is 0.770. (4) The reactants are [Cl:1][C:2]1[CH:26]=[CH:25][C:5]([CH2:6][N:7]2[C:12](=[O:13])[C:11]([O:14][CH3:15])=[N:10][N:9]([C:16]3[CH:21]=[CH:20][CH:19]=[CH:18][C:17]=3[CH2:22]O)[C:8]2=[O:24])=[CH:4][CH:3]=1.P(Br)(Br)[Br:28]. The catalyst is CC#N.O. The product is [Br:28][CH2:22][C:17]1[CH:18]=[CH:19][CH:20]=[CH:21][C:16]=1[N:9]1[C:8](=[O:24])[N:7]([CH2:6][C:5]2[CH:25]=[CH:26][C:2]([Cl:1])=[CH:3][CH:4]=2)[C:12](=[O:13])[C:11]([O:14][CH3:15])=[N:10]1. The yield is 0.860. (5) The reactants are CO[C:3](=[O:31])[CH2:4][CH2:5][C:6]1[C:7]([NH:22][C:23]2[C:28]([F:29])=[CH:27][CH:26]=[CH:25][C:24]=2[F:30])=[N:8][C:9]([S:20][CH3:21])=[N:10][C:11]=1[C:12]1[CH:17]=[CH:16][C:15]([F:18])=[CH:14][C:13]=1[CH3:19].C[O-].[Na+]. The catalyst is CO. The product is [F:30][C:24]1[CH:25]=[CH:26][CH:27]=[C:28]([F:29])[C:23]=1[N:22]1[C:7]2[N:8]=[C:9]([S:20][CH3:21])[N:10]=[C:11]([C:12]3[CH:17]=[CH:16][C:15]([F:18])=[CH:14][C:13]=3[CH3:19])[C:6]=2[CH2:5][CH2:4][C:3]1=[O:31]. The yield is 0.210. (6) The reactants are [CH2:1]([N:3]1[C:12]2[C:7](=[C:8]([F:33])[C:9]([O:23][CH2:24][C:25]3[CH:30]=[CH:29][C:28]([O:31][CH3:32])=[CH:27][CH:26]=3)=[C:10]([O:13][CH2:14][C:15]3[CH:20]=[CH:19][C:18]([O:21][CH3:22])=[CH:17][CH:16]=3)[CH:11]=2)[C:6](=[O:34])[C:5]([CH:35]=O)=[CH:4]1)[CH3:2].[NH:37]1[CH2:41][CH2:40][CH2:39][CH2:38]1.C(O[BH-](OC(=O)C)OC(=O)C)(=O)C.[Na+].CC(O)=O. The catalyst is ClCCCl. The product is [CH2:1]([N:3]1[C:12]2[C:7](=[C:8]([F:33])[C:9]([O:23][CH2:24][C:25]3[CH:30]=[CH:29][C:28]([O:31][CH3:32])=[CH:27][CH:26]=3)=[C:10]([O:13][CH2:14][C:15]3[CH:16]=[CH:17][C:18]([O:21][CH3:22])=[CH:19][CH:20]=3)[CH:11]=2)[C:6](=[O:34])[C:5]([CH2:35][N:37]2[CH2:41][CH2:40][CH2:39][CH2:38]2)=[CH:4]1)[CH3:2]. The yield is 0.470. (7) The reactants are NC1NC(=O)C2N=CN([C@H]3[C@H](O)[C@H](O)[C@@H](CN)O3)C=2N=1.CCN(C(C)C)C(C)C.[CH2:30]([O:32][C:33]1[C:34](=O)[C:35](=[O:40])[C:36]=1[O:37]CC)[CH3:31]. The catalyst is CN(C=O)C. The product is [CH2:30]([O:32][C:33]1[C:36](=[O:37])[C:35](=[O:40])[CH:34]=1)[CH3:31]. The yield is 0.620. (8) The reactants are [CH:1]1[CH:6]=[CH:5][C:4]([C@@H:7]([NH2:11])[C:8]([OH:10])=[O:9])=[CH:3][CH:2]=1.C([O-])(O)=O.[Na+].[CH3:17][O:18][C:19](Cl)=[O:20].Cl. The catalyst is O1CCCC1.O. The product is [CH3:17][O:18][C:19]([NH:11][C@H:7]([C:4]1[CH:3]=[CH:2][CH:1]=[CH:6][CH:5]=1)[C:8]([OH:10])=[O:9])=[O:20]. The yield is 0.800. (9) The reactants are [Cl:1][C:2]1[N:7]2[N:8]=[C:9]([CH3:11])[CH:10]=[C:6]2[N:5]=[C:4]([NH2:12])[CH:3]=1.[N:13]1[CH:18]=[CH:17][C:16]([CH:19]2[CH2:21][CH:20]2[C:22](Cl)=[O:23])=[CH:15][CH:14]=1.C([O-])(O)=O.[Na+]. The catalyst is N1C=CC=CC=1. The product is [Cl:1][C:2]1[N:7]2[N:8]=[C:9]([CH3:11])[CH:10]=[C:6]2[N:5]=[C:4]([NH:12][C:22]([C@@H:20]2[CH2:21][C@H:19]2[C:16]2[CH:15]=[CH:14][N:13]=[CH:18][CH:17]=2)=[O:23])[CH:3]=1. The yield is 0.0400.